This data is from Reaction yield outcomes from USPTO patents with 853,638 reactions. The task is: Predict the reaction yield, written as a fraction of the theoretical maximum amount of product (1.0 means a 100% yield; for example, 0.34 means a 34% yield). (1) The reactants are [Br:1][C:2]1[CH:3]=[C:4]([CH2:8][N:9]2C(=O)C3C(=CC=CC=3)C2=O)[CH:5]=[N:6][CH:7]=1.O.NN. The catalyst is CCO. The product is [Br:1][C:2]1[CH:3]=[C:4]([CH2:8][NH2:9])[CH:5]=[N:6][CH:7]=1. The yield is 0.977. (2) The reactants are Cl[C:2]1[C:7]([CH:8]=[O:9])=[C:6]([NH:10][C:11]2[CH:16]=[CH:15][CH:14]=[CH:13][C:12]=2[Cl:17])[N:5]=[C:4]([S:18][CH3:19])[N:3]=1.[H-].[Na+].[C:22]1([OH:28])[CH:27]=[CH:26][CH:25]=[CH:24][CH:23]=1. The catalyst is CS(C)=O. The product is [Cl:17][C:12]1[CH:13]=[CH:14][CH:15]=[CH:16][C:11]=1[NH:10][C:6]1[C:7]([CH:8]=[O:9])=[C:2]([O:28][C:22]2[CH:27]=[CH:26][CH:25]=[CH:24][CH:23]=2)[N:3]=[C:4]([S:18][CH3:19])[N:5]=1. The yield is 0.450. (3) The reactants are [CH2:1]([O:3][C:4]([C:6]1[NH:7][C:8]([CH3:21])=[C:9]([C:12]2[CH:17]=[CH:16][C:15]([C:18]([OH:20])=O)=[CH:14][CH:13]=2)[C:10]=1[CH3:11])=[O:5])[CH3:2].C(Cl)(=O)C(Cl)=O.[CH2:28]([NH2:35])[C:29]1[CH:34]=[CH:33][CH:32]=[CH:31][CH:30]=1.C(=O)(O)[O-].[Na+]. The catalyst is CN(C=O)C.C(Cl)Cl.C(OCC)(=O)C. The product is [CH2:1]([O:3][C:4]([C:6]1[NH:7][C:8]([CH3:21])=[C:9]([C:12]2[CH:13]=[CH:14][C:15]([C:18](=[O:20])[NH:35][CH2:28][C:29]3[CH:34]=[CH:33][CH:32]=[CH:31][CH:30]=3)=[CH:16][CH:17]=2)[C:10]=1[CH3:11])=[O:5])[CH3:2]. The yield is 0.240. (4) The product is [CH:24]1([C:4]2[N:5]3[C:10]4[CH:11]=[CH:12][N:13]([S:14]([C:17]5[CH:18]=[CH:19][C:20]([CH3:21])=[CH:22][CH:23]=5)(=[O:15])=[O:16])[C:9]=4[N:8]=[CH:7][C:6]3=[C:2](/[CH:41]=[CH:42]/[C:43]([O:45][CH2:46][CH3:47])=[O:44])[N:3]=2)[CH2:29][CH2:28][CH2:27][CH2:26][CH2:25]1. The yield is 0.700. The catalyst is C1COCC1.C1C=CC(P(C2C=CC=CC=2)[C-]2C=CC=C2)=CC=1.C1C=CC(P(C2C=CC=CC=2)[C-]2C=CC=C2)=CC=1.Cl[Pd]Cl.[Fe+2].O. The reactants are Br[C:2]1[N:3]=[C:4]([CH:24]2[CH2:29][CH2:28][CH2:27][CH2:26][CH2:25]2)[N:5]2[C:10]3[CH:11]=[CH:12][N:13]([S:14]([C:17]4[CH:23]=[CH:22][C:20]([CH3:21])=[CH:19][CH:18]=4)(=[O:16])=[O:15])[C:9]=3[N:8]=[CH:7][C:6]=12.C(Cl)Cl.CC1(C)C(C)(C)OB(/[CH:41]=[CH:42]/[C:43]([O:45][CH2:46][CH3:47])=[O:44])O1.C([O-])([O-])=O.[Na+].[Na+]. (5) The yield is 0.300. The reactants are [CH3:1][C:2]1[CH:7]=[CH:6][N:5]=[CH:4][C:3]=1[N:8]1[CH2:12][CH2:11][NH:10][C:9]1=[O:13].Br[C:15]1[CH:20]=[CH:19][C:18]([F:21])=[C:17]([CH3:22])[CH:16]=1.N[C@@H]1CCCC[C@H]1N.P([O-])([O-])([O-])=O.[K+].[K+].[K+]. The product is [F:21][C:18]1[CH:19]=[CH:20][C:15]([N:10]2[CH2:11][CH2:12][N:8]([C:3]3[CH:4]=[N:5][CH:6]=[CH:7][C:2]=3[CH3:1])[C:9]2=[O:13])=[CH:16][C:17]=1[CH3:22]. The catalyst is [Cu](I)I.O1CCOCC1.